From a dataset of Forward reaction prediction with 1.9M reactions from USPTO patents (1976-2016). Predict the product of the given reaction. (1) Given the reactants [CH3:1][NH2:2].Cl.CN.[OH-].[Na+].C(=O)=O.[CH3:11][C:12]1([CH3:19])[CH2:17][CH2:16][C:15](=O)[CH2:14][CH2:13]1.[N:20]1[O:21][N:22]=[C:23]2[CH:28]=[C:27]([C:29](Cl)=[O:30])[CH:26]=[CH:25][C:24]=12, predict the reaction product. The product is: [CH3:11][C:12]1([CH3:19])[CH2:17][CH2:16][CH:15]([C:28]2[C:23]3[C:24](=[N:20][O:21][N:22]=3)[CH:25]=[CH:26][C:27]=2[C:29]([NH:2][CH3:1])=[O:30])[CH2:14][CH2:13]1. (2) Given the reactants [CH3:1][O:2][C:3]1[CH:12]=[CH:11][CH:10]=[C:9]2[C:4]=1[CH:5]=[CH:6][C:7](=[O:16])[N:8]2[CH2:13][CH:14]=O.[C:17]([O:21][C:22](=[O:41])[N:23]([CH2:30][C:31]1[CH:40]=[CH:39][C:34]2[O:35][CH2:36][CH2:37][O:38][C:33]=2[CH:32]=1)[CH:24]1[CH2:29][CH2:28][NH:27][CH2:26][CH2:25]1)([CH3:20])([CH3:19])[CH3:18].C(O[BH-](OC(=O)C)OC(=O)C)(=O)C.[Na+].C(=O)([O-])O.[Na+], predict the reaction product. The product is: [C:17]([O:21][C:22](=[O:41])[N:23]([CH2:30][C:31]1[CH:40]=[CH:39][C:34]2[O:35][CH2:36][CH2:37][O:38][C:33]=2[CH:32]=1)[CH:24]1[CH2:29][CH2:28][N:27]([CH2:14][CH2:13][N:8]2[C:9]3[C:4](=[C:3]([O:2][CH3:1])[CH:12]=[CH:11][CH:10]=3)[CH:5]=[CH:6][C:7]2=[O:16])[CH2:26][CH2:25]1)([CH3:20])([CH3:18])[CH3:19]. (3) Given the reactants [NH:1]1[CH:5]=[N:4][C:3]([C:6]([O:8][CH3:9])=[O:7])=[N:2]1.C(O[C@@H:14]1[O:36][C@H:35]([CH2:37][O:38][C:39](=[O:46])[C:40]2[CH:45]=[CH:44][CH:43]=[CH:42][CH:41]=2)[C@@H:25]([O:26][C:27](=[O:34])[C:28]2[CH:33]=[CH:32][CH:31]=[CH:30][CH:29]=2)[C@H:15]1[O:16][C:17](=[O:24])[C:18]1[CH:23]=[CH:22][CH:21]=[CH:20][CH:19]=1)(=O)C, predict the reaction product. The product is: [CH3:9][O:8][C:6]([C:3]1[N:4]=[CH:5][N:1]([C@@H:14]2[O:36][C@H:35]([CH2:37][O:38][C:39](=[O:46])[C:40]3[CH:45]=[CH:44][CH:43]=[CH:42][CH:41]=3)[C@@H:25]([O:26][C:27](=[O:34])[C:28]3[CH:33]=[CH:32][CH:31]=[CH:30][CH:29]=3)[C@H:15]2[O:16][C:17](=[O:24])[C:18]2[CH:19]=[CH:20][CH:21]=[CH:22][CH:23]=2)[N:2]=1)=[O:7]. (4) The product is: [C:28]1([C:25]2[N:24]=[C:23]([C:21]([CH:20]([NH:19][C:5](=[O:7])[C@@H:4]([CH2:8][C:9]([N:11]3[CH2:16][CH2:15][O:14][CH2:13][CH2:12]3)=[O:10])[CH2:3][C:2]([CH3:1])([CH3:18])[CH3:17])[CH2:34][CH3:35])=[O:22])[O:27][N:26]=2)[CH:29]=[CH:30][CH:31]=[CH:32][CH:33]=1. Given the reactants [CH3:1][C:2]([CH3:18])([CH3:17])[CH2:3][CH:4]([CH2:8][C:9]([N:11]1[CH2:16][CH2:15][O:14][CH2:13][CH2:12]1)=[O:10])[C:5]([OH:7])=O.[NH2:19][CH:20]([CH2:34][CH3:35])[C@@H:21]([C:23]1[O:27][N:26]=[C:25]([C:28]2[CH:33]=[CH:32][CH:31]=[CH:30][CH:29]=2)[N:24]=1)[OH:22], predict the reaction product. (5) Given the reactants [Cl:1][C:2]1[C:7](=[O:8])[N:6]([CH2:9][C:10]([NH2:12])=[O:11])[N:5]=[CH:4][C:3]=1[NH:13][C@@H:14]1[CH2:19][C@@H:18]2[CH2:20][C@@H:16]([C:17]2([CH3:22])[CH3:21])[C@H:15]1[CH3:23].CO[CH:26](OC)[N:27](C)C.[O:32]1[CH2:36]CCC1.O.Cl.CON, predict the reaction product. The product is: [Cl:1][C:2]1[C:7](=[O:8])[N:6]([CH2:9][C:10]([NH:12]/[CH:26]=[N:27]\[O:32][CH3:36])=[O:11])[N:5]=[CH:4][C:3]=1[NH:13][C@@H:14]1[CH2:19][C@@H:18]2[CH2:20][C@@H:16]([C:17]2([CH3:22])[CH3:21])[C@H:15]1[CH3:23]. (6) Given the reactants Cl[C:2]1[C:11]2[C:6](=[CH:7][CH:8]=[CH:9][CH:10]=2)[C:5]([CH2:12][C:13]2[CH:18]=[CH:17][N:16]=[CH:15][CH:14]=2)=[N:4][N:3]=1.[CH2:19]([O:21][C:22]1[CH:28]=[CH:27][C:25]([NH2:26])=[CH:24][CH:23]=1)[CH3:20].C(=O)([O-])[O-].[Na+].[Na+], predict the reaction product. The product is: [CH2:19]([O:21][C:22]1[CH:28]=[CH:27][C:25]([NH:26][C:2]2[C:11]3[C:6](=[CH:7][CH:8]=[CH:9][CH:10]=3)[C:5]([CH2:12][C:13]3[CH:18]=[CH:17][N:16]=[CH:15][CH:14]=3)=[N:4][N:3]=2)=[CH:24][CH:23]=1)[CH3:20].